Dataset: Forward reaction prediction with 1.9M reactions from USPTO patents (1976-2016). Task: Predict the product of the given reaction. (1) Given the reactants [CH:1]1([CH:4]=O)[CH2:3][CH2:2]1.[O:6]=[C:7]([CH:9](P(=O)(OCC)OCC)[CH2:10][CH2:11][CH2:12][CH3:13])[CH3:8], predict the reaction product. The product is: [CH:1]1(/[CH:4]=[C:9](\[CH2:10][CH2:11][CH2:12][CH3:13])/[C:7](=[O:6])[CH3:8])[CH2:3][CH2:2]1. (2) Given the reactants Br[CH2:2][C:3]1[C:4]([F:17])=[C:5]([N:10]2[CH2:15][CH2:14][O:13][CH2:12][C:11]2=[O:16])[CH:6]=[C:7]([F:9])[CH:8]=1.[CH3:18][N:19]1[CH:23]=[C:22]([NH:24][C:25]2[N:30]=[C:29]3[NH:31][N:32]=[CH:33][C:28]3=[CH:27][N:26]=2)[CH:21]=[N:20]1, predict the reaction product. The product is: [F:17][C:4]1[C:3]([CH2:2][N:31]2[C:29]3=[N:30][C:25]([NH:24][C:22]4[CH:21]=[N:20][N:19]([CH3:18])[CH:23]=4)=[N:26][CH:27]=[C:28]3[CH:33]=[N:32]2)=[CH:8][C:7]([F:9])=[CH:6][C:5]=1[N:10]1[CH2:15][CH2:14][O:13][CH2:12][C:11]1=[O:16].